Dataset: Forward reaction prediction with 1.9M reactions from USPTO patents (1976-2016). Task: Predict the product of the given reaction. (1) Given the reactants [H-].[Na+].CS(C)=O.[I-].[CH3:8][S+](C)(C)=O.[O:13]=[C:14]1[CH2:19][CH2:18][N:17]([C:20]([O:22][C:23]([CH3:26])([CH3:25])[CH3:24])=[O:21])[CH2:16][CH2:15]1, predict the reaction product. The product is: [O:13]1[C:14]2([CH2:15][CH2:16][N:17]([C:20]([O:22][C:23]([CH3:26])([CH3:25])[CH3:24])=[O:21])[CH2:18][CH2:19]2)[CH2:8]1. (2) Given the reactants C1CCC(N=C=NC2CCCCC2)CC1.CN(C(ON1N=NC2C=CC=CC1=2)=[N+](C)C)C.F[P-](F)(F)(F)(F)F.[CH3:40][N:41]1[CH2:46][CH2:45][N:44]([CH2:47][C:48]([OH:50])=O)[CH2:43][CH2:42]1.[CH:51]1[C:63]2[CH2:62][C:61]3[C:56](=[CH:57][CH:58]=[C:59]([C:64]4[S:68][C:67]([NH2:69])=[N:66][CH:65]=4)[CH:60]=3)[C:55]=2[CH:54]=[CH:53][CH:52]=1, predict the reaction product. The product is: [CH:51]1[C:63]2[CH2:62][C:61]3[C:56](=[CH:57][CH:58]=[C:59]([C:64]4[S:68][C:67]([NH:69][C:48](=[O:50])[CH2:47][N:44]5[CH2:43][CH2:42][N:41]([CH3:40])[CH2:46][CH2:45]5)=[N:66][CH:65]=4)[CH:60]=3)[C:55]=2[CH:54]=[CH:53][CH:52]=1. (3) The product is: [C:17]1([S:23]([N:1]2[C:9]3[C:4](=[CH:5][CH:6]=[CH:7][CH:8]=3)[CH2:3][CH2:2]2)(=[O:25])=[O:24])[CH:22]=[CH:21][CH:20]=[CH:19][CH:18]=1. Given the reactants [NH:1]1[C:9]2[C:4](=[CH:5][CH:6]=[CH:7][CH:8]=2)[CH2:3][CH2:2]1.C(N(CC)CC)C.[C:17]1([S:23](Cl)(=[O:25])=[O:24])[CH:22]=[CH:21][CH:20]=[CH:19][CH:18]=1.C(=O)(O)[O-].[Na+], predict the reaction product. (4) The product is: [C:3]([O:2][C:1]([O:7][C:8]1[CH:9]=[C:10]2[C:27](=[CH:28][CH:29]=1)[C:26]1[CH2:25][CH2:24][N:23]3[C@H:13]([CH2:14][C@H:15]4[C@@H:21]([CH2:22]3)[CH2:20][C@@H:19]([OH:18])[C@H:30]([O:31][CH3:32])[C@H:16]4[C:17]([O:36][CH3:35])=[O:33])[C:12]=1[NH:11]2)=[O:34])([CH3:4])([CH3:5])[CH3:6]. Given the reactants [C:1](=[O:34])([O:7][C:8]1[CH:9]=[C:10]2[C:27](=[CH:28][CH:29]=1)[C:26]1[CH2:25][CH2:24][N:23]3[C@H:13]([CH2:14][C@H:15]4[C@@H:21]([CH2:22]3)[CH2:20][C@@H:19]3[C@H:30]([O:31][CH3:32])[C@H:16]4[C:17](=[O:33])[O:18]3)[C:12]=1[NH:11]2)[O:2][C:3]([CH3:6])([CH3:5])[CH3:4].[CH3:35][O-:36].[Na+], predict the reaction product. (5) Given the reactants Br[CH:2]1[C:11]2[C:6](=[N:7][C:8]([C:18]3[CH:23]=[CH:22][CH:21]=[CH:20][CH:19]=3)=[C:9]([C:12]3[CH:17]=[CH:16][CH:15]=[CH:14][CH:13]=3)[N:10]=2)[N:5]([C:24]([O:26][C:27]([CH3:30])([CH3:29])[CH3:28])=[O:25])[CH2:4][CH2:3]1.[CH3:31][OH:32], predict the reaction product. The product is: [CH3:31][O:32][CH:2]1[C:11]2[C:6](=[N:7][C:8]([C:18]3[CH:23]=[CH:22][CH:21]=[CH:20][CH:19]=3)=[C:9]([C:12]3[CH:17]=[CH:16][CH:15]=[CH:14][CH:13]=3)[N:10]=2)[N:5]([C:24]([O:26][C:27]([CH3:30])([CH3:29])[CH3:28])=[O:25])[CH2:4][CH2:3]1. (6) Given the reactants [NH2:1][CH:2]([CH2:12][C:13]1[CH:18]=[CH:17][C:16]([C:19]([F:22])([F:21])[F:20])=[CH:15][CH:14]=1)[CH:3]([C:5]1[CH:10]=[CH:9][C:8]([F:11])=[CH:7][CH:6]=1)[OH:4].[O:23]([C:30]1[CH:31]=[C:32]([CH:36]=[CH:37][CH:38]=1)[C:33](O)=[O:34])[C:24]1[CH:29]=[CH:28][CH:27]=[CH:26][CH:25]=1.Cl.C(N=C=NCCCN(C)C)C.ON1C2C=CC=CC=2N=N1, predict the reaction product. The product is: [F:11][C:8]1[CH:9]=[CH:10][C:5]([CH:3]([OH:4])[CH:2]([NH:1][C:33](=[O:34])[C:32]2[CH:36]=[CH:37][CH:38]=[C:30]([O:23][C:24]3[CH:25]=[CH:26][CH:27]=[CH:28][CH:29]=3)[CH:31]=2)[CH2:12][C:13]2[CH:18]=[CH:17][C:16]([C:19]([F:22])([F:20])[F:21])=[CH:15][CH:14]=2)=[CH:6][CH:7]=1. (7) Given the reactants Br[C:2]1[CH:3]=[N:4][C:5]([O:8][CH:9]2[CH:14]3[CH2:15][CH2:16][N:11]([CH2:12][CH2:13]3)[CH2:10]2)=[N:6][CH:7]=1.CC1(C)C(C)(C)OB([C:25]2[CH:30]=[CH:29][C:28]([NH:31][C:32](=[O:38])[O:33][C:34]([CH3:37])([CH3:36])[CH3:35])=[CH:27][CH:26]=2)O1.C([O-])([O-])=O.[K+].[K+], predict the reaction product. The product is: [N:11]12[CH2:16][CH2:15][CH:14]([CH2:13][CH2:12]1)[CH:9]([O:8][C:5]1[N:4]=[CH:3][C:2]([C:25]3[CH:26]=[CH:27][C:28]([NH:31][C:32](=[O:38])[O:33][C:34]([CH3:36])([CH3:35])[CH3:37])=[CH:29][CH:30]=3)=[CH:7][N:6]=1)[CH2:10]2. (8) Given the reactants [Cl:1][C:2]1[CH:3]=[CH:4][C:5]2[O:9][C:8]([C:10]3[C:11]([F:30])=[CH:12][C:13]([F:29])=[C:14]([C@:16]4([CH3:28])[C:22]([F:24])([F:23])[C:21]([CH3:26])([CH3:25])[O:20][CH2:19][C:18](=O)[NH:17]4)[CH:15]=3)=[N:7][C:6]=2[CH:31]=1.COC1C=CC(P2(SP(C3C=CC(OC)=CC=3)(=S)S2)=[S:41])=CC=1, predict the reaction product. The product is: [Cl:1][C:2]1[CH:3]=[CH:4][C:5]2[O:9][C:8]([C:10]3[C:11]([F:30])=[CH:12][C:13]([F:29])=[C:14]([C@:16]4([CH3:28])[C:22]([F:24])([F:23])[C:21]([CH3:26])([CH3:25])[O:20][CH2:19][C:18](=[S:41])[NH:17]4)[CH:15]=3)=[N:7][C:6]=2[CH:31]=1.